From a dataset of Catalyst prediction with 721,799 reactions and 888 catalyst types from USPTO. Predict which catalyst facilitates the given reaction. (1) The catalyst class is: 1. Product: [Br:1][C:2]1[CH:7]=[CH:6][C:5]2=[C:8]3[N:9]=[C:10]([C:20]4[CH:25]=[CH:24][CH:23]=[CH:22][C:21]=4[Cl:26])[NH:11][C:12]3=[C:13]3[C:14]([C:15](=[O:19])[NH:16][CH:17]=[CH:18]3)=[C:4]2[CH:3]=1. Reactant: [Br:1][C:2]1[CH:7]=[CH:6][C:5]([C:8]2[N:9]=[C:10]([C:20]3[CH:25]=[CH:24][CH:23]=[CH:22][C:21]=3[Cl:26])[NH:11][C:12]=2[C:13]2[CH:18]=[CH:17][NH:16][C:15](=[O:19])[CH:14]=2)=[CH:4][CH:3]=1. (2) Reactant: [CH3:1][N:2]([CH3:16])/[CH:3]=[CH:4]/[C:5]([C:7]1[N:11]([CH:12]([CH3:14])[CH3:13])[C:10]([CH3:15])=[N:9][CH:8]=1)=[O:6].[F:17][B-](F)(F)F.F[B-](F)(F)F.ClC[N+]12CC[N+](F)(CC1)CC2. Product: [CH3:16][N:2]([CH3:1])/[CH:3]=[C:4](\[F:17])/[C:5]([C:7]1[N:11]([CH:12]([CH3:13])[CH3:14])[C:10]([CH3:15])=[N:9][CH:8]=1)=[O:6]. The catalyst class is: 5. (3) Reactant: [Br:1][C:2]1[CH:3]=[C:4]2[C:9](=[CH:10][CH:11]=1)[C:8](=[O:12])[NH:7][C:6](=[O:13])/[C:5]/2=[CH:14]/OC.Cl.[OH:18][C:19]1[CH:20]=[C:21]([CH:26]=[CH:27][C:28]=1[O:29][CH3:30])[C:22]([NH:24][NH2:25])=[O:23].C(N(CC)CC)C.S([O-])(O)(=O)=O.[K+]. Product: [Br:1][C:2]1[CH:3]=[C:4]2[C:9](=[CH:10][CH:11]=1)[C:8](=[O:12])[NH:7][C:6](=[O:13])/[C:5]/2=[CH:14]\[NH:25][NH:24][C:22](=[O:23])[C:21]1[CH:26]=[CH:27][C:28]([O:29][CH3:30])=[C:19]([OH:18])[CH:20]=1. The catalyst class is: 9. (4) Reactant: Cl.[CH2:2]([O:4][C:5](=[O:25])[CH2:6][O:7][C:8]1[CH:13]=[CH:12][C:11]([Cl:14])=[CH:10][C:9]=1[CH:15]1[C:24]2[C:19](=[CH:20][CH:21]=[CH:22][CH:23]=2)[CH2:18][CH2:17][NH:16]1)[CH3:3].CCN(C(C)C)C(C)C.O=C1CCC(=O)N1[O:42][C:43](=O)[O:44][CH2:45][C:46]1[CH:51]=[CH:50][CH:49]=[CH:48][C:47]=1[Br:52]. Product: [Br:52][C:47]1[CH:48]=[CH:49][CH:50]=[CH:51][C:46]=1[CH2:45][O:44][C:43]([N:16]1[CH2:17][CH2:18][C:19]2[C:24](=[CH:23][CH:22]=[CH:21][CH:20]=2)[CH:15]1[C:9]1[CH:10]=[C:11]([Cl:14])[CH:12]=[CH:13][C:8]=1[O:7][CH2:6][C:5]([O:4][CH2:2][CH3:3])=[O:25])=[O:42]. The catalyst class is: 2. (5) Reactant: CS[C:3]1[S:4][C:5]2[C:6]([N:21]=1)=[N:7][C:8]1[CH2:9][CH2:10][CH2:11][CH2:12][C:13]=1[C:14]=2[C:15]1[CH:20]=[CH:19][CH:18]=[CH:17][CH:16]=1.ClC1C=C(C=CC=1)C(O)=O.[CH2:32]([NH2:39])[C:33]1[CH:38]=[CH:37][CH:36]=[CH:35][CH:34]=1.C(N(CC)CC)C. Product: [CH2:32]([NH:39][C:3]1[S:4][C:5]2[C:6]([N:21]=1)=[N:7][C:8]1[CH2:9][CH2:10][CH2:11][CH2:12][C:13]=1[C:14]=2[C:15]1[CH:20]=[CH:19][CH:18]=[CH:17][CH:16]=1)[C:33]1[CH:38]=[CH:37][CH:36]=[CH:35][CH:34]=1. The catalyst class is: 4. (6) Reactant: [CH3:1][O:2][C:3]1[CH:8]=[CH:7][CH:6]=[CH:5][C:4]=1[C:9]1[NH:10][C:11]2[C:16]([CH:17]=1)=[CH:15][C:14]([C:18]1[CH2:23][CH2:22][N:21]([CH2:24][CH2:25][N:26](C)[C:27](=O)OC(C)(C)C)[CH2:20][CH:19]=1)=[CH:13][CH:12]=2. Product: [CH3:1][O:2][C:3]1[CH:8]=[CH:7][CH:6]=[CH:5][C:4]=1[C:9]1[NH:10][C:11]2[C:16]([CH:17]=1)=[CH:15][C:14]([CH:18]1[CH2:23][CH2:22][N:21]([CH2:24][CH2:25][NH:26][CH3:27])[CH2:20][CH2:19]1)=[CH:13][CH:12]=2. The catalyst class is: 43. (7) Reactant: [CH2:1]([O:3][C:4]([C:6]1[C:15](=[O:16])[C:14]2[C:9](=[C:10]([C:19]#[C:20][CH2:21][C@@H:22]3[CH2:26][CH2:25][CH2:24][N:23]3[C:27]([O:29][C:30]([CH3:33])([CH3:32])[CH3:31])=[O:28])[C:11]([F:18])=[C:12]([F:17])[CH:13]=2)[N:8]([CH:34]2[CH2:36][CH2:35]2)[CH:7]=1)=[O:5])[CH3:2].CC(OI1(OC(C)=O)(OC(C)=O)OC(=O)C2C=CC=CC1=2)=O.C(=O)(O)[O-].[Na+].S([O-])([O-])(=O)=S.[Na+].[Na+]. Product: [CH2:1]([O:3][C:4]([C:6]1[C:15](=[O:16])[C:14]2[C:9](=[C:10]([CH2:19][CH2:20][CH2:21][C@@H:22]3[CH2:26][CH2:25][CH2:24][N:23]3[C:27]([O:29][C:30]([CH3:31])([CH3:32])[CH3:33])=[O:28])[C:11]([F:18])=[C:12]([F:17])[CH:13]=2)[N:8]([CH:34]2[CH2:35][CH2:36]2)[CH:7]=1)=[O:5])[CH3:2]. The catalyst class is: 268. (8) Reactant: C([O:8][N:9]1[C:15](=[O:16])[N:14]2[CH2:17][C@H:10]1[CH2:11][CH2:12][C@H:13]2[C:18]([NH:20][O:21][CH2:22][CH2:23][NH:24][C:25](=[O:31])[O:26][C:27]([CH3:30])([CH3:29])[CH3:28])=[O:19])C1C=CC=CC=1. Product: [OH:8][N:9]1[C:15](=[O:16])[N:14]2[CH2:17][C@H:10]1[CH2:11][CH2:12][C@H:13]2[C:18]([NH:20][O:21][CH2:22][CH2:23][NH:24][C:25](=[O:31])[O:26][C:27]([CH3:29])([CH3:28])[CH3:30])=[O:19]. The catalyst class is: 129. (9) Reactant: [Cl:1][C:2]1[CH:7]=[CH:6][C:5]([C:8]2[C:14]3[CH:15]=[CH:16][CH:17]=[CH:18][C:13]=3[N:12]3[C:19]([CH3:22])=[N:20][N:21]=[C:11]3[CH:10]([CH2:23][C:24]([OH:26])=O)[CH:9]=2)=[CH:4][CH:3]=1.CN(C(ON1N=NC2C=CC=NC1=2)=[N+](C)C)C.F[P-](F)(F)(F)(F)F.C(N(CC)CC)C.Cl.[F:59][CH:60]1[CH2:63][NH:62][CH2:61]1. Product: [Cl:1][C:2]1[CH:3]=[CH:4][C:5]([C:8]2[C:14]3[CH:15]=[CH:16][CH:17]=[CH:18][C:13]=3[N:12]3[C:19]([CH3:22])=[N:20][N:21]=[C:11]3[CH:10]([CH2:23][C:24]([N:62]3[CH2:63][CH:60]([F:59])[CH2:61]3)=[O:26])[CH:9]=2)=[CH:6][CH:7]=1. The catalyst class is: 3. (10) Reactant: CO[CH:3](OC)[CH:4]=[CH:5][C:6]([O:8][CH2:9][CH3:10])=[O:7].C1(C)C=CC(S(O)(=O)=O)=CC=1.C(#N)C.[NH2:27][C:28]1[CH:33]=[CH:32][CH:31]=[CH:30][N:29]=1. Product: [N:27]1[CH:3]=[C:4]([CH2:5][C:6]([O:8][CH2:9][CH3:10])=[O:7])[N:29]2[CH:30]=[CH:31][CH:32]=[CH:33][C:28]=12. The catalyst class is: 84.